Dataset: Catalyst prediction with 721,799 reactions and 888 catalyst types from USPTO. Task: Predict which catalyst facilitates the given reaction. (1) Reactant: [CH2:1]([N:5]1[C:9](=[O:10])[C:8]2([CH2:15][CH2:14][NH:13][CH2:12][CH2:11]2)[N:7]([CH2:16][CH2:17][C:18]2[CH:23]=[CH:22][C:21]([O:24][CH3:25])=[CH:20][CH:19]=2)[C:6]1=[O:26])[CH:2]([CH3:4])[CH3:3].C(N(CC)CC)C.[CH2:34]([O:36][C:37](=[O:47])[CH2:38][C:39]1[CH:44]=[CH:43][CH:42]=[C:41]([CH2:45]Br)[CH:40]=1)[CH3:35]. Product: [CH2:34]([O:36][C:37](=[O:47])[CH2:38][C:39]1[CH:44]=[CH:43][CH:42]=[C:41]([CH2:45][N:13]2[CH2:12][CH2:11][C:8]3([N:7]([CH2:16][CH2:17][C:18]4[CH:23]=[CH:22][C:21]([O:24][CH3:25])=[CH:20][CH:19]=4)[C:6](=[O:26])[N:5]([CH2:1][CH:2]([CH3:3])[CH3:4])[C:9]3=[O:10])[CH2:15][CH2:14]2)[CH:40]=1)[CH3:35]. The catalyst class is: 2. (2) The catalyst class is: 36. Product: [Br:1][C:2]1[N:3]=[C:4]([Cl:10])[C:5]([CH2:6][OH:7])=[CH:8][CH:9]=1. Reactant: [Br:1][C:2]1[CH:9]=[CH:8][C:5]([CH:6]=[O:7])=[C:4]([Cl:10])[N:3]=1.[BH4-].[Na+].[NH4+].[Cl-]. (3) Reactant: Cl.CN(C)CCCN=C=NCC.O.ON1C2C=CC=CC=2N=N1.[NH:24]1[CH2:29][CH2:28][O:27][CH2:26][CH2:25]1.[I:30][C:31]1[CH:39]=[CH:38][C:34]([C:35](O)=[O:36])=[CH:33][CH:32]=1. Product: [I:30][C:31]1[CH:39]=[CH:38][C:34]([C:35]([N:24]2[CH2:29][CH2:28][O:27][CH2:26][CH2:25]2)=[O:36])=[CH:33][CH:32]=1. The catalyst class is: 76.